This data is from Catalyst prediction with 721,799 reactions and 888 catalyst types from USPTO. The task is: Predict which catalyst facilitates the given reaction. (1) Reactant: [Cl:1][C:2]1[N:3]=[N:4][CH:5]=[C:6](Cl)[C:7]=1[Cl:8].CCN(C(C)C)C(C)C.[NH2:19][CH2:20][CH:21]1[CH2:26][CH2:25][N:24]([C:27]([O:29][CH2:30][C:31]2[CH:36]=[CH:35][CH:34]=[CH:33][CH:32]=2)=[O:28])[CH2:23][CH2:22]1. Product: [CH2:30]([O:29][C:27]([N:24]1[CH2:25][CH2:26][CH:21]([CH2:20][NH:19][C:6]2[C:7]([Cl:8])=[C:2]([Cl:1])[N:3]=[N:4][CH:5]=2)[CH2:22][CH2:23]1)=[O:28])[C:31]1[CH:36]=[CH:35][CH:34]=[CH:33][CH:32]=1. The catalyst class is: 41. (2) Reactant: C(OC(=O)[NH:7][CH2:8][CH2:9][CH2:10][NH:11][C:12]1[S:13][C:14]([C:17](=[O:25])[C:18]2[CH:23]=[CH:22][CH:21]=[CH:20][C:19]=2[CH3:24])=[CH:15][N:16]=1)(C)(C)C.Cl.C(=O)(O)[O-].[Na+]. Product: [NH2:7][CH2:8][CH2:9][CH2:10][NH:11][C:12]1[S:13][C:14]([C:17]([C:18]2[CH:23]=[CH:22][CH:21]=[CH:20][C:19]=2[CH3:24])=[O:25])=[CH:15][N:16]=1. The catalyst class is: 27.